This data is from Catalyst prediction with 721,799 reactions and 888 catalyst types from USPTO. The task is: Predict which catalyst facilitates the given reaction. (1) Product: [Cl:1][C:2]1[N:7]=[C:6]([NH:12][C:13]2[CH:18]=[CH:17][C:16]([CH3:19])=[CH:15][CH:14]=2)[CH:5]=[C:4]([CH:9]([CH3:11])[CH3:10])[N:3]=1. Reactant: [Cl:1][C:2]1[N:7]=[C:6](Cl)[CH:5]=[C:4]([CH:9]([CH3:11])[CH3:10])[N:3]=1.[NH2:12][C:13]1[CH:18]=[CH:17][C:16]([CH3:19])=[CH:15][CH:14]=1.C(N(CC)CC)C. The catalyst class is: 10. (2) Reactant: [NH2:1][C:2]1[CH:3]=[C:4]2[C:8](=[CH:9][CH:10]=1)[C:7](=[C:11]1[C:19]3[C:14](=[CH:15][CH:16]=[C:17]([Cl:20])[CH:18]=3)[NH:13][C:12]1=[O:21])[O:6][CH2:5]2.C(N(CC)C(C)C)(C)C.[C:31](Cl)(=[O:33])[CH3:32]. Product: [Cl:20][C:17]1[CH:18]=[C:19]2[C:14](=[CH:15][CH:16]=1)[NH:13][C:12](=[O:21])[C:11]2=[C:7]1[C:8]2[C:4](=[CH:3][C:2]([NH:1][C:31](=[O:33])[CH3:32])=[CH:10][CH:9]=2)[CH2:5][O:6]1. The catalyst class is: 1.